From a dataset of Peptide-MHC class II binding affinity with 134,281 pairs from IEDB. Regression. Given a peptide amino acid sequence and an MHC pseudo amino acid sequence, predict their binding affinity value. This is MHC class II binding data. (1) The peptide sequence is AWTTSVKADVLNDTR. The MHC is DRB1_0101 with pseudo-sequence DRB1_0101. The binding affinity (normalized) is 0.517. (2) The peptide sequence is RQGIFQTVGSGLDHI. The MHC is DRB1_0802 with pseudo-sequence DRB1_0802. The binding affinity (normalized) is 0.119. (3) The peptide sequence is ICDSRVLERYLLEAK. The MHC is DRB1_1101 with pseudo-sequence DRB1_1101. The binding affinity (normalized) is 0.262.